This data is from hERG Central: cardiac toxicity at 1µM, 10µM, and general inhibition. The task is: Predict hERG channel inhibition at various concentrations. (1) The molecule is COc1c(C)cc(C(=O)C2CCCN(Cc3cccc4nccnc34)C2)cc1C. Results: hERG_inhib (hERG inhibition (general)): blocker. (2) The drug is Clc1ccc(-c2c[n+](Cc3ccc(Cl)cc3Cl)c3n2CCCCC3)cc1.[Br-]. Results: hERG_inhib (hERG inhibition (general)): blocker. (3) The drug is Cn1c(=O)cc(OCC(=O)NCCCN2CCN(c3cccc(Cl)c3)CC2)c2ccccc21. Results: hERG_inhib (hERG inhibition (general)): blocker.